This data is from Catalyst prediction with 721,799 reactions and 888 catalyst types from USPTO. The task is: Predict which catalyst facilitates the given reaction. (1) Reactant: [CH3:1][N:2]1[C:6]([C:7]2(O)[CH2:13][CH2:12][CH:11]=[CH:10][CH2:9][CH2:8]2)=[C:5]([N+:15]([O-:17])=[O:16])[CH:4]=[N:3]1.COCCN(S(F)(F)[F:28])CCOC.C([O-])(O)=O.[Na+]. Product: [F:28][C:7]1([C:6]2[N:2]([CH3:1])[N:3]=[CH:4][C:5]=2[N+:15]([O-:17])=[O:16])[CH2:13][CH2:12][CH:11]=[CH:10][CH2:9][CH2:8]1. The catalyst class is: 168. (2) Reactant: [CH3:1][O:2][C:3](=[O:20])[NH:4][C:5]1[S:6][C:7]2[C:13]([C:14](=O)[CH2:15]Br)=[CH:12][CH:11]=[C:10]([O:18][CH3:19])[C:8]=2[N:9]=1.[C:21]([NH2:24])(=[S:23])[CH3:22]. Product: [CH3:1][O:2][C:3](=[O:20])[NH:4][C:5]1[S:6][C:7]2[C:13]([C:14]3[N:24]=[C:21]([CH3:22])[S:23][CH:15]=3)=[CH:12][CH:11]=[C:10]([O:18][CH3:19])[C:8]=2[N:9]=1. The catalyst class is: 155. (3) Reactant: [OH-].[K+].[I:3]I.[NH:5]1[C:13]2[C:8](=[CH:9][CH:10]=[C:11]([C:14]([N:16]3[CH2:21][CH2:20][O:19][CH2:18][CH2:17]3)=[O:15])[CH:12]=2)[CH:7]=[CH:6]1. Product: [I:3][C:7]1[C:8]2[C:13](=[CH:12][C:11]([C:14]([N:16]3[CH2:21][CH2:20][O:19][CH2:18][CH2:17]3)=[O:15])=[CH:10][CH:9]=2)[NH:5][CH:6]=1. The catalyst class is: 18. (4) Reactant: [O:1]1[C:5]([C:6]([OH:8])=O)=[CH:4][CH:3]=[N:2]1.CN(C)C=O.[Cl:14][C:15]1[C:23]2[C:18](=[CH:19][CH:20]=[CH:21][CH:22]=2)[N:17]([C:24]2[CH:37]=[CH:36][C:27]([CH2:28][NH:29][C:30]([C:32]3([NH2:35])[CH2:34][CH2:33]3)=[O:31])=[CH:26][CH:25]=2)[C:16]=1[C:38]1[N:42]=[C:41]([CH3:43])[O:40][N:39]=1.CN(C(ON1N=NC2C=CC=CC1=2)=[N+](C)C)C.F[P-](F)(F)(F)(F)F.C(N(CC)CC)C. Product: [Cl:14][C:15]1[C:23]2[C:18](=[CH:19][CH:20]=[CH:21][CH:22]=2)[N:17]([C:24]2[CH:37]=[CH:36][C:27]([CH2:28][NH:29][C:30]([C:32]3([NH:35][C:6]([C:5]4[O:1][N:2]=[CH:3][CH:4]=4)=[O:8])[CH2:34][CH2:33]3)=[O:31])=[CH:26][CH:25]=2)[C:16]=1[C:38]1[N:42]=[C:41]([CH3:43])[O:40][N:39]=1. The catalyst class is: 4. (5) Reactant: [O:1]=[C:2]([CH2:6][CH3:7])[CH2:3][C:4]#[N:5].[H-].[Na+].Br[CH2:11][C:12]1[CH:17]=[CH:16][CH:15]=[C:14]([Cl:18])[C:13]=1[Cl:19]. Product: [Cl:19][C:13]1[C:14]([Cl:18])=[CH:15][CH:16]=[CH:17][C:12]=1[CH2:11][CH:3]([C:2](=[O:1])[CH2:6][CH3:7])[C:4]#[N:5]. The catalyst class is: 3. (6) Reactant: [C:1]([C:4]1[C:13]2[C:8](=[CH:9][CH:10]=[CH:11][CH:12]=2)[C:7]([C:14]([OH:16])=O)=[CH:6][CH:5]=1)(=[O:3])[CH3:2].C1N=CN(C(N2C=NC=C2)=O)C=1.Cl.[NH2:30][CH2:31][C:32]([NH:34][CH2:35][C:36]([F:39])([F:38])[F:37])=[O:33].C(=O)([O-])[O-].[Na+].[Na+]. Product: [C:1]([C:4]1[C:13]2[C:8](=[CH:9][CH:10]=[CH:11][CH:12]=2)[C:7]([C:14]([NH:30][CH2:31][C:32](=[O:33])[NH:34][CH2:35][C:36]([F:39])([F:38])[F:37])=[O:16])=[CH:6][CH:5]=1)(=[O:3])[CH3:2]. The catalyst class is: 47. (7) Product: [C:16]([NH:15][CH2:14][CH2:13][CH:9]1[C:10]2[C:6](=[CH:5][CH:4]=[C:3]([NH:2][C:28](=[O:29])[CH2:27][CH2:26][CH2:25][C:19]3[CH:24]=[CH:23][CH:22]=[CH:21][CH:20]=3)[C:11]=2[OH:12])[CH2:7][CH2:8]1)(=[O:18])[CH3:17]. Reactant: Cl.[NH2:2][C:3]1[C:11]([OH:12])=[C:10]2[C:6]([CH2:7][CH2:8][CH:9]2[CH2:13][CH2:14][NH:15][C:16](=[O:18])[CH3:17])=[CH:5][CH:4]=1.[C:19]1([CH2:25][CH2:26][CH2:27][C:28](Cl)=[O:29])[CH:24]=[CH:23][CH:22]=[CH:21][CH:20]=1.O. The catalyst class is: 17. (8) Reactant: [OH:1][C:2]1[CH:7]=[CH:6][C:5](/[CH:8]=[C:9](\[CH3:15])/[C:10]([O:12][CH2:13][CH3:14])=[O:11])=[CH:4][CH:3]=1.[H-].[Na+].Br[C:19]1[C:20]2[CH:36]=[CH:35][C:34]([O:37][CH3:38])=[CH:33][C:21]=2[S:22](=[O:32])[C:23]=1[C:24]1[CH:29]=[CH:28][C:27]([O:30][CH3:31])=[CH:26][CH:25]=1. Product: [CH3:38][O:37][C:34]1[CH:35]=[CH:36][C:20]2[C:19]([O:1][C:2]3[CH:3]=[CH:4][C:5](/[CH:8]=[C:9](\[CH3:15])/[C:10]([O:12][CH2:13][CH3:14])=[O:11])=[CH:6][CH:7]=3)=[C:23]([C:24]3[CH:29]=[CH:28][C:27]([O:30][CH3:31])=[CH:26][CH:25]=3)[S:22](=[O:32])[C:21]=2[CH:33]=1. The catalyst class is: 3. (9) Reactant: C([O:5][C:6]([C:8]1[C:26]([F:27])=[CH:25][C:11]([O:12][CH2:13][CH:14]2[CH2:17][N:16]([C:18]([O:20][C:21]([CH3:24])([CH3:23])[CH3:22])=[O:19])[CH2:15]2)=[C:10]([CH:28]2[CH2:30][CH2:29]2)[CH:9]=1)=[O:7])(C)(C)C.[OH-].[K+].Cl. Product: [C:21]([O:20][C:18]([N:16]1[CH2:17][CH:14]([CH2:13][O:12][C:11]2[C:10]([CH:28]3[CH2:29][CH2:30]3)=[CH:9][C:8]([C:6]([OH:7])=[O:5])=[C:26]([F:27])[CH:25]=2)[CH2:15]1)=[O:19])([CH3:24])([CH3:22])[CH3:23]. The catalyst class is: 24.